Task: Predict the product of the given reaction.. Dataset: Forward reaction prediction with 1.9M reactions from USPTO patents (1976-2016) The product is: [CH2:1]([O:3][C:4](=[O:25])[C:5]1[CH:10]=[C:9]([N:11]2[C:15]([CH3:16])=[CH:14][CH:13]=[C:12]2[C:17]2[CH:22]=[C:21]([Br:23])[CH:20]=[CH:19][C:18]=2[O:24][CH2:30][C:29]2[CH:32]=[CH:33][C:34]([Cl:35])=[C:27]([Cl:26])[CH:28]=2)[CH:8]=[N:7][CH:6]=1)[CH3:2]. Given the reactants [CH2:1]([O:3][C:4](=[O:25])[C:5]1[CH:10]=[C:9]([N:11]2[C:15]([CH3:16])=[CH:14][CH:13]=[C:12]2[C:17]2[CH:22]=[C:21]([Br:23])[CH:20]=[CH:19][C:18]=2[OH:24])[CH:8]=[N:7][CH:6]=1)[CH3:2].[Cl:26][C:27]1[CH:28]=[C:29]([CH:32]=[CH:33][C:34]=1[Cl:35])[CH2:30]Br.C(=O)([O-])[O-].[K+].[K+], predict the reaction product.